From a dataset of M1 muscarinic receptor antagonist screen with 61,756 compounds. Binary Classification. Given a drug SMILES string, predict its activity (active/inactive) in a high-throughput screening assay against a specified biological target. The drug is S(=O)(=O)(Cc1oc(C(=O)N2CCN(CC2)c2ncccn2)cc1)c1ccccc1. The result is 0 (inactive).